Dataset: Forward reaction prediction with 1.9M reactions from USPTO patents (1976-2016). Task: Predict the product of the given reaction. (1) Given the reactants Cl[CH2:2][C:3]1[CH:4]=[C:5]([C:9]([N:11]2[CH2:24][C:23]([CH3:26])([CH3:25])[C:22]3[C:21]4[CH:20]=[CH:19][CH:18]=[CH:17][C:16]=4[NH:15][C:14]=3[C:13]([C:27]([O:29][CH:30]([CH3:32])[CH3:31])=[O:28])=[CH:12]2)=[O:10])[CH:6]=[CH:7][CH:8]=1.[NH:33]1[CH2:37][CH2:36][CH2:35][CH2:34]1, predict the reaction product. The product is: [CH3:26][C:23]1([CH3:25])[C:22]2[C:21]3[CH:20]=[CH:19][CH:18]=[CH:17][C:16]=3[NH:15][C:14]=2[C:13]([C:27]([O:29][CH:30]([CH3:32])[CH3:31])=[O:28])=[CH:12][N:11]([C:9]([C:5]2[CH:6]=[CH:7][CH:8]=[C:3]([CH2:2][N:33]3[CH2:37][CH2:36][CH2:35][CH2:34]3)[CH:4]=2)=[O:10])[CH2:24]1. (2) Given the reactants Br[C:2]1[C:11]2[CH2:10][CH2:9][CH2:8][CH:7]([NH:12][C:13](=[O:16])[CH2:14][CH3:15])[C:6]=2[CH:5]=[N:4][CH:3]=1.[Cl:17][C:18]1[CH:23]=[CH:22][C:21](B(O)O)=[CH:20][CH:19]=1, predict the reaction product. The product is: [Cl:17][C:18]1[CH:23]=[CH:22][C:21]([C:2]2[C:11]3[CH2:10][CH2:9][CH2:8][CH:7]([NH:12][C:13](=[O:16])[CH2:14][CH3:15])[C:6]=3[CH:5]=[N:4][CH:3]=2)=[CH:20][CH:19]=1. (3) Given the reactants [NH2:1][CH:2]1[CH2:6][CH2:5][CH:4]([OH:7])[CH2:3]1.[CH3:8][C:9]([O:12][C:13](O[C:13]([O:12][C:9]([CH3:11])([CH3:10])[CH3:8])=[O:14])=[O:14])([CH3:11])[CH3:10], predict the reaction product. The product is: [C:9]([O:12][C:13](=[O:14])[NH:1][CH:2]1[CH2:6][CH2:5][CH:4]([OH:7])[CH2:3]1)([CH3:11])([CH3:10])[CH3:8]. (4) Given the reactants [CH2:1]([O:3][C:4](=[O:20])[CH2:5][O:6][C:7]1[C:15]2[C:10](=[N:11][CH:12]=[CH:13][CH:14]=2)[S:9][C:8]=1[C:16]([O:18][CH3:19])=[O:17])[CH3:2].OO.NC(N)=[O:25].C(OC(C(F)(F)F)=O)(C(F)(F)F)=O.C([O-])(O)=O.[Na+], predict the reaction product. The product is: [CH2:1]([O:3][C:4](=[O:20])[CH2:5][O:6][C:7]1[C:15]2[C:10](=[N+:11]([O-:25])[CH:12]=[CH:13][CH:14]=2)[S:9][C:8]=1[C:16]([O:18][CH3:19])=[O:17])[CH3:2]. (5) Given the reactants [CH3:1][S:2]([NH:5][C:6]1[CH:21]=[CH:20][C:9]2[NH:10][C:11]([CH2:16][C:17]([OH:19])=O)=[N:12][S:13](=[O:15])(=[O:14])[C:8]=2[CH:7]=1)(=[O:4])=[O:3].[CH2:22]([O:24][C:25]([CH:27]1[CH2:32][CH2:31][CH2:30][CH2:29][CH:28]1[NH:33][CH:34]1[CH2:39][CH2:38][CH2:37][CH2:36][CH2:35]1)=[O:26])[CH3:23].Cl.CN(C)CCCN=C=NCC.CN1CCOCC1.Cl, predict the reaction product. The product is: [CH2:22]([O:24][C:25]([CH:27]1[CH2:32][CH2:31][CH2:30][CH2:29][CH:28]1[N:33]([CH:34]1[CH2:39][CH2:38][CH2:37][CH2:36][CH2:35]1)[C:17](=[O:19])[CH2:16][C:11]1[NH:10][C:9]2[CH:20]=[CH:21][C:6]([NH:5][S:2]([CH3:1])(=[O:3])=[O:4])=[CH:7][C:8]=2[S:13](=[O:14])(=[O:15])[N:12]=1)=[O:26])[CH3:23]. (6) Given the reactants [NH:1]1[C:9]2[C:4](=[CH:5][C:6]([C:10]([O:12][CH3:13])=[O:11])=[CH:7][CH:8]=2)[CH:3]=[N:2]1.[OH-].[Na+].C1C(=O)N([Br:23])C(=O)C1, predict the reaction product. The product is: [Br:23][C:3]1[C:4]2[C:9](=[CH:8][CH:7]=[C:6]([C:10]([O:12][CH3:13])=[O:11])[CH:5]=2)[NH:1][N:2]=1. (7) Given the reactants [C:1]([C:3]1[C:8](=[O:9])[N:7]([C:10]2[CH:15]=[CH:14][C:13]([CH3:16])=[CH:12][CH:11]=2)[C:6]([C:17]2[CH:22]=[CH:21][C:20]([S:23][CH3:24])=[CH:19][CH:18]=2)=[N:5][C:4]=1[S:25][CH3:26])#[N:2].[CH3:27][NH2:28], predict the reaction product. The product is: [CH3:27][NH:28][C:1]1[C:3]([C:8]([NH:7][C:10]2[CH:15]=[CH:14][C:13]([CH3:16])=[CH:12][CH:11]=2)=[O:9])=[C:4]([S:25][CH3:26])[N:5]=[C:6]([C:17]2[CH:18]=[CH:19][C:20]([S:23][CH3:24])=[CH:21][CH:22]=2)[N:2]=1. (8) Given the reactants [C:1]1([C@H:7]([CH3:11])[C:8]([OH:10])=[O:9])[CH:6]=[CH:5][CH:4]=[CH:3][CH:2]=1.C(=O)(O)[O-].[Na+].[CH2:17](O)[CH3:18], predict the reaction product. The product is: [C:1]1([C@H:7]([CH3:11])[C:8]([O:10][CH2:17][CH3:18])=[O:9])[CH:6]=[CH:5][CH:4]=[CH:3][CH:2]=1. (9) Given the reactants [I:1][C:2]1[CH:10]=[CH:9][C:5]([C:6]([OH:8])=[O:7])=[CH:4][C:3]=1[CH3:11].S(Cl)(Cl)=O.[CH3:16]O, predict the reaction product. The product is: [CH3:16][O:7][C:6](=[O:8])[C:5]1[CH:9]=[CH:10][C:2]([I:1])=[C:3]([CH3:11])[CH:4]=1. (10) Given the reactants [C:1]([N:4]1[C:13]2[C:8](=[CH:9][C:10](I)=[CH:11][CH:12]=2)[C@H:7]([NH:15][C:16]2[CH:21]=[CH:20][CH:19]=[CH:18][CH:17]=2)[CH2:6][C@@H:5]1[CH3:22])(=[O:3])[CH3:2].CCl, predict the reaction product. The product is: [C:1]([N:4]1[C:13]2[C:8](=[CH:9][CH:10]=[CH:11][CH:12]=2)[C@H:7]([NH:15][C:16]2[CH:21]=[CH:20][CH:19]=[CH:18][CH:17]=2)[CH2:6][C@@H:5]1[C:22]1[CH:8]=[CH:7][CH:6]=[CH:5][CH:22]=1)(=[O:3])[CH3:2].